Dataset: Forward reaction prediction with 1.9M reactions from USPTO patents (1976-2016). Task: Predict the product of the given reaction. (1) Given the reactants [NH2:1][C:2]1[N:7]=[CH:6][N:5]=[C:4]2[N:8]([CH2:16][C:17]([O:19]C(C)(C)C)=[O:18])[N:9]=[C:10]([C:11]3[NH:12][CH2:13][CH2:14][N:15]=3)[C:3]=12.CC(OI1(OC(C)=O)(OC(C)=O)OC(=O)C2C=CC=CC1=2)=O.[O-]S([O-])(=S)=O.[Na+].[Na+].[OH-].[Na+], predict the reaction product. The product is: [NH2:1][C:2]1[N:7]=[CH:6][N:5]=[C:4]2[N:8]([CH2:16][C:17]([OH:19])=[O:18])[N:9]=[C:10]([C:11]3[NH:15][CH:14]=[CH:13][N:12]=3)[C:3]=12. (2) Given the reactants [CH3:1][O:2][C:3]1[CH:12]=[C:11]2[C:6]([CH2:7][CH2:8][CH2:9][C:10]2=O)=[CH:5][CH:4]=1.[C:14]([CH2:16]C(O)=O)#[N:15].C(O)(=O)CCCCCC.C(N)C1C=CC=CC=1, predict the reaction product. The product is: [CH3:1][O:2][C:3]1[CH:12]=[C:11]2[C:6]([CH2:7][CH2:8][CH:9]=[C:10]2[CH2:16][C:14]#[N:15])=[CH:5][CH:4]=1. (3) Given the reactants ClCCl.[Cl:4][C:5]1[N:10]=[C:9]([NH:11][C:12]2[CH:17]=[CH:16][C:15]([C:18]#[N:19])=[CH:14][CH:13]=2)[N:8]=[C:7]([NH:20][C:21](=[O:28])[C:22]2[CH:27]=[CH:26][CH:25]=[CH:24][CH:23]=2)[CH:6]=1.[Br:29]Br.S(S([O-])(=O)=O)([O-])(=O)=O, predict the reaction product. The product is: [Br:29][C:6]1[C:7]([NH:20][C:21](=[O:28])[C:22]2[CH:23]=[CH:24][CH:25]=[CH:26][CH:27]=2)=[N:8][C:9]([NH:11][C:12]2[CH:13]=[CH:14][C:15]([C:18]#[N:19])=[CH:16][CH:17]=2)=[N:10][C:5]=1[Cl:4]. (4) Given the reactants [CH2:1]([N:3]([CH2:41][CH3:42])[C:4]1[CH:13]=[C:12]2[C:7]([CH:8]=[C:9]([C:15]([NH:17][C:18]3[CH:23]=[C:22]([N:24]4[C:28](=[O:29])[CH:27]=[C:26]([CH3:30])[C:25]4=[O:31])[CH:21]=[C:20]([N:32]4[C:36](=[O:37])[CH:35]=[C:34]([O:38][CH3:39])[C:33]4=[O:40])[CH:19]=3)=[O:16])[C:10](=[O:14])[O:11]2)=[CH:6][CH:5]=1)[CH3:2].[CH3:43][O:44][C:45](=[O:69])CCN(CC[C:45](=[O:69])[O:44][CH3:43])C1C=[C:43]2C(C=C(C(O)=O)[C:45](=[O:69])[O:44]2)=CC=1, predict the reaction product. The product is: [CH3:39][O:38][C:34]1[C:33](=[O:40])[N:32]([C:20]2[CH:19]=[C:18]([NH:17][C:15]([C:9]3[C:10](=[O:14])[O:11][C:12]4[C:7]([CH:8]=3)=[CH:6][CH:5]=[C:4]([N:3]([CH2:1][CH2:2][C:10]([O:11][CH3:12])=[O:14])[CH2:41][CH2:42][C:45]([O:44][CH3:43])=[O:69])[CH:13]=4)=[O:16])[CH:23]=[C:22]([N:24]3[C:28](=[O:29])[CH:27]=[C:26]([CH3:30])[C:25]3=[O:31])[CH:21]=2)[C:36](=[O:37])[CH:35]=1. (5) Given the reactants [O:1]1[CH2:6][CH2:5][CH:4]([N:7]2[CH:11]=[C:10]([NH2:12])[CH:9]=[N:8]2)[CH2:3][CH2:2]1.I[C:14]1[N:32]=[C:17]2[CH:18]=[CH:19][CH:20]=[C:21]([C:22]3[CH:27]=[CH:26][CH:25]=[C:24]([S:28]([CH3:31])(=[O:30])=[O:29])[CH:23]=3)[N:16]2[N:15]=1.C1(P(C2C=CC=CC=2)C2C3OC4C(=CC=CC=4P(C4C=CC=CC=4)C4C=CC=CC=4)C(C)(C)C=3C=CC=2)C=CC=CC=1.CC(C)([O-])C.[Na+], predict the reaction product. The product is: [CH3:31][S:28]([C:24]1[CH:23]=[C:22]([C:21]2[N:16]3[N:15]=[C:14]([NH:12][C:10]4[CH:9]=[N:8][N:7]([CH:4]5[CH2:3][CH2:2][O:1][CH2:6][CH2:5]5)[CH:11]=4)[N:32]=[C:17]3[CH:18]=[CH:19][CH:20]=2)[CH:27]=[CH:26][CH:25]=1)(=[O:29])=[O:30]. (6) The product is: [ClH:1].[N:2]1([C:9]2[C:18]3[C:13](=[CH:14][C:15]([OH:19])=[CH:16][CH:17]=3)[N:12]=[C:11]([CH3:27])[CH:10]=2)[CH2:8][CH2:7][CH2:6][CH2:5][CH2:4][CH2:3]1. Given the reactants [ClH:1].[N:2]1([C:9]2[C:18]3[C:13](=[CH:14][C:15]([O:19]CC4C=CC=CC=4)=[CH:16][CH:17]=3)[N:12]=[C:11]([CH3:27])[CH:10]=2)[CH2:8][CH2:7][CH2:6][CH2:5][CH2:4][CH2:3]1, predict the reaction product. (7) Given the reactants [CH:1](=[C:8]1/[N:9]=[C:10]([C:14]2[CH:19]=[C:18]([F:20])[CH:17]=[CH:16][C:15]=2[F:21])[NH:11][C:12]/1=[O:13])/[C:2]1[CH:7]=[CH:6][CH:5]=[CH:4][CH:3]=1.[CH:22](=[O:26])/[CH:23]=[CH:24]/[CH3:25], predict the reaction product. The product is: [F:21][C:15]1[CH:16]=[CH:17][C:18]([F:20])=[CH:19][C:14]=1[C:10]1[NH:11][C:12]2[O:13][C:22](=[O:26])[CH:23]([CH2:24][CH3:25])[CH:1]([C:2]3[CH:3]=[CH:4][CH:5]=[CH:6][CH:7]=3)[C:8]=2[N:9]=1. (8) Given the reactants [CH3:1][O:2][C:3]1[CH:4]=[C:5]([C:9]2[C:13]3=[N:14][C:15]([C:18]4[O:22][C:21]([NH2:23])=[N:20][N:19]=4)=[CH:16][CH:17]=[C:12]3[N:11](S(C3C=CC(C)=CC=3)(=O)=O)[CH:10]=2)[CH:6]=[N:7][CH:8]=1.[OH-].[Na+], predict the reaction product. The product is: [CH3:1][O:2][C:3]1[CH:4]=[C:5]([C:9]2[C:13]3=[N:14][C:15]([C:18]4[O:22][C:21]([NH2:23])=[N:20][N:19]=4)=[CH:16][CH:17]=[C:12]3[NH:11][CH:10]=2)[CH:6]=[N:7][CH:8]=1. (9) Given the reactants [CH3:1][C:2]([O:5][C:6]([NH:8][C@H:9]([C:11]([NH:13][C@@H:14]([C@@H:21]([CH3:24])[CH2:22][CH3:23])/[CH:15]=[CH:16]/[C:17]([O:19]C)=[O:18])=[O:12])[CH3:10])=[O:7])([CH3:4])[CH3:3].[Li+].[OH-].Cl, predict the reaction product. The product is: [CH3:1][C:2]([O:5][C:6]([NH:8][C@H:9]([C:11]([NH:13][C@@H:14]([C@@H:21]([CH3:24])[CH2:22][CH3:23])/[CH:15]=[CH:16]/[C:17]([OH:19])=[O:18])=[O:12])[CH3:10])=[O:7])([CH3:3])[CH3:4]. (10) Given the reactants [OH-].[Na+].[C:3]([C:5]1[CH:10]=[C:9]([O:11][C:12]2[CH:17]=[CH:16][C:15]([N:18](C)[C:19](=O)C(F)(F)F)=[C:14]([N+:26]([O-:28])=[O:27])[CH:13]=2)[CH:8]=[CH:7][N:6]=1)#[N:4], predict the reaction product. The product is: [CH3:19][NH:18][C:15]1[CH:16]=[CH:17][C:12]([O:11][C:9]2[CH:8]=[CH:7][N:6]=[C:5]([C:3]#[N:4])[CH:10]=2)=[CH:13][C:14]=1[N+:26]([O-:28])=[O:27].